Dataset: Catalyst prediction with 721,799 reactions and 888 catalyst types from USPTO. Task: Predict which catalyst facilitates the given reaction. Product: [CH2:7]([NH:19][CH2:33][CH2:32][CH2:31][O:30][C:21]1[CH:22]=[CH:23][C:24]2[C:29](=[CH:28][CH:27]=[CH:26][CH:25]=2)[CH:20]=1)[CH2:8][CH2:9][CH2:10][CH2:11][CH2:12][CH2:13][CH2:14][CH2:15][CH2:16][CH2:17][CH3:18]. The catalyst class is: 58. Reactant: C(=O)([O-])[O-].[K+].[K+].[CH2:7]([NH2:19])[CH2:8][CH2:9][CH2:10][CH2:11][CH2:12][CH2:13][CH2:14][CH2:15][CH2:16][CH2:17][CH3:18].[CH:20]1[C:29]2[C:24](=[CH:25][CH:26]=[CH:27][CH:28]=2)[CH:23]=[CH:22][C:21]=1[O:30][CH2:31][CH2:32][CH2:33]Cl.